From a dataset of Reaction yield outcomes from USPTO patents with 853,638 reactions. Predict the reaction yield, written as a fraction of the theoretical maximum amount of product (1.0 means a 100% yield; for example, 0.34 means a 34% yield). (1) The reactants are C([O:3][C:4]([C:6]1[C:7]([CH3:28])=[N:8][N:9]2[C:14]([CH:15]3[CH2:20][CH2:19][CH2:18][CH2:17][CH2:16]3)=[C:13]([C:21]3[CH:26]=[CH:25][C:24]([F:27])=[CH:23][CH:22]=3)[CH:12]=[N:11][C:10]=12)=[O:5])C.[Li+].[OH-]. The catalyst is O1CCCC1. The product is [CH:15]1([C:14]2[N:9]3[N:8]=[C:7]([CH3:28])[C:6]([C:4]([OH:5])=[O:3])=[C:10]3[N:11]=[CH:12][C:13]=2[C:21]2[CH:26]=[CH:25][C:24]([F:27])=[CH:23][CH:22]=2)[CH2:20][CH2:19][CH2:18][CH2:17][CH2:16]1. The yield is 0.960. (2) The reactants are [CH2:1]([NH:8][C@H:9]([CH2:17][OH:18])[CH2:10][C:11]1[CH:16]=[CH:15][CH:14]=[CH:13][CH:12]=1)[C:2]1[CH:7]=[CH:6][CH:5]=[CH:4][CH:3]=1.CO.[C:21](O[C:21]([O:23][C:24]([CH3:27])([CH3:26])[CH3:25])=[O:22])([O:23][C:24]([CH3:27])([CH3:26])[CH3:25])=[O:22]. The catalyst is C(N(CC)CC)C. The product is [C:24]([O:23][C:21]([N:8]([CH2:1][C:2]1[CH:7]=[CH:6][CH:5]=[CH:4][CH:3]=1)[C@H:9]([CH2:17][OH:18])[CH2:10][C:11]1[CH:16]=[CH:15][CH:14]=[CH:13][CH:12]=1)=[O:22])([CH3:27])([CH3:26])[CH3:25]. The yield is 0.970. (3) The reactants are [NH2:1][C:2]1[CH:3]=[C:4]([CH:21]=[CH:22][C:23]=1[CH3:24])[O:5][C:6]1[CH:7]=[CH:8][C:9]2[N:10]([CH:12]=[C:13]([NH:15][C:16]([CH:18]3[CH2:20][CH2:19]3)=[O:17])[N:14]=2)[N:11]=1.[CH3:25][C:26]1[O:30][N:29]=[CH:28][C:27]=1[C:31](Cl)=[O:32]. The catalyst is CN1CCCC1=O. The product is [CH:18]1([C:16]([NH:15][C:13]2[N:14]=[C:9]3[CH:8]=[CH:7][C:6]([O:5][C:4]4[CH:21]=[CH:22][C:23]([CH3:24])=[C:2]([NH:1][C:31]([C:27]5[CH:28]=[N:29][O:30][C:26]=5[CH3:25])=[O:32])[CH:3]=4)=[N:11][N:10]3[CH:12]=2)=[O:17])[CH2:20][CH2:19]1. The yield is 0.800. (4) The reactants are [Cl:1][C:2]1[CH:3]=[C:4]([C:8]2[N:13]=[C:12]([NH:14][C:15]3[N:20]=[CH:19][C:18]([CH2:21][C:22]([O:24]CC)=O)=[CH:17][CH:16]=3)[CH:11]=[C:10]([CH:27]3[CH2:29][CH2:28]3)[N:9]=2)[CH:5]=[CH:6][CH:7]=1.[NH3:30]. No catalyst specified. The product is [Cl:1][C:2]1[CH:3]=[C:4]([C:8]2[N:13]=[C:12]([NH:14][C:15]3[N:20]=[CH:19][C:18]([CH2:21][C:22]([NH2:30])=[O:24])=[CH:17][CH:16]=3)[CH:11]=[C:10]([CH:27]3[CH2:28][CH2:29]3)[N:9]=2)[CH:5]=[CH:6][CH:7]=1. The yield is 0.450. (5) The reactants are [F:1][C:2]1[C:10]([O:11][CH2:12][C:13]2[S:14][C:15]3[CH:21]=[CH:20][C:19]([C:22]4[CH:27]=[CH:26][CH:25]=[C:24]([O:28]C)[CH:23]=4)=[CH:18][C:16]=3[N:17]=2)=[CH:9][CH:8]=[C:7]([F:30])[C:3]=1[C:4]([NH2:6])=[O:5].B(Br)(Br)Br.O. The catalyst is C(Cl)Cl. The product is [F:1][C:2]1[C:10]([O:11][CH2:12][C:13]2[S:14][C:15]3[CH:21]=[CH:20][C:19]([C:22]4[CH:27]=[CH:26][CH:25]=[C:24]([OH:28])[CH:23]=4)=[CH:18][C:16]=3[N:17]=2)=[CH:9][CH:8]=[C:7]([F:30])[C:3]=1[C:4]([NH2:6])=[O:5]. The yield is 0.140. (6) The reactants are Cl.[CH2:2]([O:4][C:5]([CH:7]1[C:12](=[O:13])[CH2:11][CH2:10][N:9]([CH2:14][C:15]2[CH:20]=[CH:19][CH:18]=[CH:17][CH:16]=2)[CH2:8]1)=[O:6])[CH3:3].C1COCC1.N(C1C=CC=CC=1)([S:27]([C:30]([F:33])([F:32])[F:31])(=[O:29])=[O:28])[S:27]([C:30]([F:33])([F:32])[F:31])(=[O:29])=[O:28]. The catalyst is C(Cl)Cl. The product is [CH2:2]([O:4][C:5]([C:7]1[CH2:8][N:9]([CH2:14][C:15]2[CH:16]=[CH:17][CH:18]=[CH:19][CH:20]=2)[CH2:10][CH2:11][C:12]=1[O:13][S:27]([C:30]([F:33])([F:32])[F:31])(=[O:29])=[O:28])=[O:6])[CH3:3]. The yield is 1.00. (7) The reactants are S(Cl)([Cl:3])=O.[Cl:5][C:6]1[CH:14]=[CH:13][C:12]([N+:15]([O-:17])=[O:16])=[CH:11][C:7]=1[C:8](O)=[O:9]. The catalyst is C(Cl)(Cl)Cl. The product is [Cl:5][C:6]1[CH:14]=[CH:13][C:12]([N+:15]([O-:17])=[O:16])=[CH:11][C:7]=1[C:8]([Cl:3])=[O:9]. The yield is 0.917.